Dataset: Full USPTO retrosynthesis dataset with 1.9M reactions from patents (1976-2016). Task: Predict the reactants needed to synthesize the given product. (1) Given the product [NH2:35][C:34]1[N:10]([C:11]2[CH:16]=[CH:15][C:14]([CH2:17][CH2:18][NH:19][C:20]([NH:22][S:23]([C:26]3[CH:27]=[CH:28][C:29]([CH3:32])=[CH:30][CH:31]=3)(=[O:25])=[O:24])=[O:21])=[CH:13][CH:12]=2)[C:3]2=[N:4][C:5]([CH3:9])=[CH:6][C:7]([CH3:8])=[C:2]2[N:1]=1, predict the reactants needed to synthesize it. The reactants are: [NH2:1][C:2]1[C:3]([NH:10][C:11]2[CH:16]=[CH:15][C:14]([CH2:17][CH2:18][NH:19][C:20]([NH:22][S:23]([C:26]3[CH:31]=[CH:30][C:29]([CH3:32])=[CH:28][CH:27]=3)(=[O:25])=[O:24])=[O:21])=[CH:13][CH:12]=2)=[N:4][C:5]([CH3:9])=[CH:6][C:7]=1[CH3:8].Br[C:34]#[N:35]. (2) Given the product [CH3:20][O:21][CH2:22][O:17][C:13]1[C:14]([CH3:16])=[CH:15][C:10]([OH:9])=[C:11]([CH3:19])[C:12]=1[CH3:18], predict the reactants needed to synthesize it. The reactants are: [H-].[Na+].C([O:9][C:10]1[CH:15]=[C:14]([CH3:16])[C:13]([OH:17])=[C:12]([CH3:18])[C:11]=1[CH3:19])(=O)C(C)(C)C.[CH3:20][O:21][CH2:22]Cl. (3) Given the product [Br:1][C:2]1[CH:3]=[C:4]([O:20][C:21]2[CH:26]=[CH:25][CH:24]=[CH:23][CH:22]=2)[C:5]([NH:8][C:9]2[S:10][CH:11]=[C:12]([CH2:14][CH2:15][C:16]([NH:28][NH2:29])=[O:17])[N:13]=2)=[N:6][CH:7]=1, predict the reactants needed to synthesize it. The reactants are: [Br:1][C:2]1[CH:3]=[C:4]([O:20][C:21]2[CH:26]=[CH:25][CH:24]=[CH:23][CH:22]=2)[C:5]([NH:8][C:9]2[S:10][CH:11]=[C:12]([CH2:14][CH2:15][C:16](OC)=[O:17])[N:13]=2)=[N:6][CH:7]=1.O.[NH2:28][NH2:29]. (4) The reactants are: [F:1][C:2]1[CH:7]=[C:6]([F:8])[CH:5]=[CH:4][C:3]=1Br.[Br-].[NH:11]1[CH2:16][CH2:15][NH:14][CH2:13][CH2:12]1.CC(C)([O-])C.[Na+].C1C=CC(P(C2C(C3C(P(C4C=CC=CC=4)C4C=CC=CC=4)=CC=C4C=3C=CC=C4)=C3C(C=CC=C3)=CC=2)C2C=CC=CC=2)=CC=1. Given the product [F:1][C:2]1[CH:7]=[C:6]([F:8])[CH:5]=[CH:4][C:3]=1[N:11]1[CH2:16][CH2:15][NH:14][CH2:13][CH2:12]1, predict the reactants needed to synthesize it.